Dataset: Peptide-MHC class I binding affinity with 185,985 pairs from IEDB/IMGT. Task: Regression. Given a peptide amino acid sequence and an MHC pseudo amino acid sequence, predict their binding affinity value. This is MHC class I binding data. The peptide sequence is AVDADDSHF. The MHC is HLA-C04:01 with pseudo-sequence HLA-C04:01. The binding affinity (normalized) is 0.0847.